The task is: Predict the product of the given reaction.. This data is from Forward reaction prediction with 1.9M reactions from USPTO patents (1976-2016). (1) Given the reactants Cl.[CH:2]1([C:5]#[C:6][C:7]2[CH:8]=[N:9][C:10]([N:13]3[CH2:18][CH2:17][NH:16][CH2:15][CH2:14]3)=[N:11][CH:12]=2)[CH2:4][CH2:3]1.Cl[C:20]1[N:25]=[CH:24][N:23]=[C:22]([NH:26][C:27]2[CH:28]=[N:29][N:30]([CH2:32][C@H:33]3[O:38][CH2:37][CH2:36][N:35]([C:39]([O:41][C:42]([CH3:45])([CH3:44])[CH3:43])=[O:40])[CH2:34]3)[CH:31]=2)[N:21]=1.C(N(C(C)C)CC)(C)C, predict the reaction product. The product is: [CH:2]1([C:5]#[C:6][C:7]2[CH:8]=[N:9][C:10]([N:13]3[CH2:14][CH2:15][N:16]([C:20]4[N:25]=[CH:24][N:23]=[C:22]([NH:26][C:27]5[CH:28]=[N:29][N:30]([CH2:32][C@H:33]6[O:38][CH2:37][CH2:36][N:35]([C:39]([O:41][C:42]([CH3:45])([CH3:44])[CH3:43])=[O:40])[CH2:34]6)[CH:31]=5)[N:21]=4)[CH2:17][CH2:18]3)=[N:11][CH:12]=2)[CH2:4][CH2:3]1. (2) Given the reactants [CH3:1][O:2][C:3]1[CH:24]=[CH:23][C:6]([CH2:7][N:8]2[CH2:14][C:13]3[CH:15]=[C:16]([C:19](OC)=[O:20])[CH:17]=[CH:18][C:12]=3[NH:11][CH2:10][CH2:9]2)=[CH:5][CH:4]=1.[NH2:25][OH:26].[OH-].[Na+], predict the reaction product. The product is: [OH:26][NH:25][C:19]([C:16]1[CH:17]=[CH:18][C:12]2[NH:11][CH2:10][CH2:9][N:8]([CH2:7][C:6]3[CH:23]=[CH:24][C:3]([O:2][CH3:1])=[CH:4][CH:5]=3)[CH2:14][C:13]=2[CH:15]=1)=[O:20]. (3) The product is: [Br:3][C:4]1[CH:10]=[C:9]([Br:11])[CH:8]=[CH:7][C:5]=1[NH:6][C:13]1[CH:14]=[CH:15][C:16]2[C:22](=[O:23])[C:21]3[CH:24]=[CH:25][CH:26]=[CH:27][C:20]=3[CH2:19][O:18][C:17]=2[CH:28]=1. Given the reactants [H-].[Na+].[Br:3][C:4]1[CH:10]=[C:9]([Br:11])[CH:8]=[CH:7][C:5]=1[NH2:6].F[C:13]1[CH:14]=[CH:15][C:16]2[C:22](=[O:23])[C:21]3[CH:24]=[CH:25][CH:26]=[CH:27][C:20]=3[CH2:19][O:18][C:17]=2[CH:28]=1, predict the reaction product. (4) Given the reactants [CH3:1][C:2]1[CH:7]=[C:6]([N+:8]([O-:10])=[O:9])[CH:5]=[CH:4][C:3]=1[OH:11].N1C=CC=CC=1.[C:18](OC(=O)C)(=[O:20])[CH3:19].O, predict the reaction product. The product is: [CH3:1][C:2]1[CH:7]=[C:6]([N+:8]([O-:10])=[O:9])[CH:5]=[CH:4][C:3]=1[O:11][C:18](=[O:20])[CH3:19]. (5) Given the reactants FC(F)(F)C(O)=O.[O:8]([CH2:15][CH2:16][CH:17]1[CH2:22][CH2:21][NH:20][CH2:19][CH2:18]1)[C:9]1[CH:14]=[CH:13][CH:12]=[CH:11][CH:10]=1.[Br:23][C:24]1[C:25](=[O:38])[N:26]([C:32]2[CH:37]=[CH:36][CH:35]=[CH:34][CH:33]=2)[N:27]([CH3:31])[C:28]=1[CH2:29]Br.C(N(C(C)C)CC)(C)C, predict the reaction product. The product is: [Br:23][C:24]1[C:25](=[O:38])[N:26]([C:32]2[CH:33]=[CH:34][CH:35]=[CH:36][CH:37]=2)[N:27]([CH3:31])[C:28]=1[CH2:29][N:20]1[CH2:19][CH2:18][CH:17]([CH2:16][CH2:15][O:8][C:9]2[CH:14]=[CH:13][CH:12]=[CH:11][CH:10]=2)[CH2:22][CH2:21]1. (6) The product is: [CH3:1][C:2]1[CH:7]=[CH:6][N:5]=[C:4]([NH:8][C:9]2[CH:14]=[CH:13][CH:12]=[C:11]([C:15]3[O:19][C:18]([C:21]#[C:22][C:23]4[CH:28]=[CH:27][CH:26]=[CH:25][CH:24]=4)=[N:17][CH:16]=3)[N:10]=2)[CH:3]=1. Given the reactants [CH3:1][C:2]1[CH:7]=[CH:6][N:5]=[C:4]([NH:8][C:9]2[CH:14]=[CH:13][CH:12]=[C:11]([C:15]3[O:19][CH:18]=[N:17][CH:16]=3)[N:10]=2)[CH:3]=1.Br[C:21]#[C:22][C:23]1[CH:28]=[CH:27][CH:26]=[CH:25][CH:24]=1.C1C=CC(P(C2C(P(C3C=CC=CC=3)C3C=CC=CC=3)=CC=CC=2)C2C=CC=CC=2)=CC=1.O(C(C)(C)C)[Li], predict the reaction product. (7) The product is: [CH3:1][O:2][C@H:3]1[C:8](=[O:9])[CH2:7][CH2:6][O:5][CH2:4]1. Given the reactants [CH3:1][O:2][C@H:3]1[C:8](OC)([O:9]C)[CH2:7][CH2:6][O:5][CH2:4]1.O.Cl, predict the reaction product.